From a dataset of Forward reaction prediction with 1.9M reactions from USPTO patents (1976-2016). Predict the product of the given reaction. Given the reactants [F:1][C:2]1[CH:3]=[C:4]([CH:14]=[CH:15][C:16]=1[F:17])[O:5][C:6]1[CH:13]=[CH:12][C:9]([CH:10]=O)=[CH:8][CH:7]=1.[CH3:18][CH:19]([CH3:35])[C:20]([NH:22][C:23]1[CH:28]=[CH:27][CH:26]=[C:25]([CH:29]2[CH2:34][CH2:33][NH:32][CH2:31][CH2:30]2)[CH:24]=1)=[O:21], predict the reaction product. The product is: [F:1][C:2]1[CH:3]=[C:4]([CH:14]=[CH:15][C:16]=1[F:17])[O:5][C:6]1[CH:13]=[CH:12][C:9]([CH2:10][N:32]2[CH2:33][CH2:34][CH:29]([C:25]3[CH:24]=[C:23]([NH:22][C:20](=[O:21])[CH:19]([CH3:18])[CH3:35])[CH:28]=[CH:27][CH:26]=3)[CH2:30][CH2:31]2)=[CH:8][CH:7]=1.